Dataset: Full USPTO retrosynthesis dataset with 1.9M reactions from patents (1976-2016). Task: Predict the reactants needed to synthesize the given product. (1) Given the product [I:1][C:2]1[NH:6][C:5]([CH:7]2[CH2:10][O:9][CH2:8]2)=[N:4][C:3]=1[CH3:12], predict the reactants needed to synthesize it. The reactants are: [I:1][C:2]1[NH:6][C:5]([C:7]2(C)[CH2:10][O:9][CH2:8]2)=[N:4][C:3]=1[CH3:12].CC1N=C(C2COC2)NC=1.CC1N=C(C2(C)COC2)NC=1. (2) Given the product [CH3:14][C:15]1[NH:11][C:4]2[C:5]3[CH:6]=[CH:7][CH:8]=[CH:9][C:10]=3[N:1]=[CH:2][C:3]=2[N:12]=1, predict the reactants needed to synthesize it. The reactants are: [N:1]1[C:10]2[C:5](=[CH:6][CH:7]=[CH:8][CH:9]=2)[C:4]([NH2:11])=[C:3]([NH2:12])[CH:2]=1.N1C2C(=NC=CC=2)C(N)=[C:15](N)[CH:14]=1.C(Cl)(=O)C. (3) Given the product [CH2:46]([S:48]([N:27]1[CH2:26][CH2:25][C:24](=[CH:22][C:10]2[C:9]3[C:13](=[C:14]([C:16]([NH2:18])=[O:17])[CH:15]=[C:7]([C:1]4[CH:6]=[CH:5][CH:4]=[CH:3][CH:2]=4)[CH:8]=3)[NH:12][CH:11]=2)[CH2:29][CH2:28]1)(=[O:50])=[O:49])[CH3:47], predict the reactants needed to synthesize it. The reactants are: [C:1]1([C:7]2[CH:8]=[C:9]3[C:13](=[C:14]([C:16]([NH2:18])=[O:17])[CH:15]=2)[NH:12][CH:11]=[CH:10]3)[CH:6]=[CH:5][CH:4]=[CH:3][CH:2]=1.C[O-].[Na+].[CH:22]([CH:24]1[CH2:29][CH2:28][N:27](C(OC(C)(C)C)=O)[CH2:26][CH2:25]1)=O.CCN(C(C)C)C(C)C.[CH2:46]([S:48](Cl)(=[O:50])=[O:49])[CH3:47]. (4) Given the product [CH2:17]([S:16][C:14]1[S:15][C:11]2[CH:10]=[C:9]([S:6]([NH:5][CH:4]([P:25](=[O:26])([OH:27])[OH:28])[CH2:3][C:29]3[CH:34]=[CH:33][CH:32]=[CH:31][CH:30]=3)(=[O:7])=[O:8])[CH:24]=[CH:23][C:12]=2[N:13]=1)[CH2:18][CH2:19][CH3:20], predict the reactants needed to synthesize it. The reactants are: C([C:3](CC)([C:29]1[CH:34]=[CH:33][CH:32]=[CH:31][CH:30]=1)[CH:4]([P:25](=[O:28])([O-:27])[O-:26])[NH:5][S:6]([C:9]1[CH:24]=[CH:23][C:12]2[N:13]=[C:14]([S:16][CH2:17][CH2:18][CH2:19][CH2:20]CC)[S:15][C:11]=2[CH:10]=1)(=[O:8])=[O:7])C.C(C(CC)(C1C=CC=CC=1)C(P(=O)([O-])[O-])NS(C1C=CC2N=C(SCC3CCCCC3)SC=2C=1)(=O)=O)C. (5) Given the product [Br:11][C:8]1[CH:9]=[CH:10][C:5]([C:4]([OH:23])=[O:3])=[C:6]([C:12](=[O:22])[C:13]2[CH:18]=[C:17]([O:19][CH3:20])[CH:16]=[C:15]([F:21])[CH:14]=2)[CH:7]=1, predict the reactants needed to synthesize it. The reactants are: C([O:3][C:4](=[O:23])[C:5]1[CH:10]=[CH:9][C:8]([Br:11])=[CH:7][C:6]=1[C:12](=[O:22])[C:13]1[CH:18]=[C:17]([O:19][CH3:20])[CH:16]=[C:15]([F:21])[CH:14]=1)C.[Li+].[OH-].O.Cl. (6) Given the product [N:25]1[CH:30]=[CH:29][CH:28]=[CH:27][C:26]=1[C:31]1[CH2:32][CH:33]([C:38]([OH:40])=[O:39])[C:34](=[O:37])[NH:35][N:36]=1, predict the reactants needed to synthesize it. The reactants are: C(OC1C=CC(C2CC(C(O)=O)C(=O)NN=2)=CC=1)C1C=CC=CC=1.[N:25]1[CH:30]=[CH:29][CH:28]=[CH:27][C:26]=1[C:31]1[CH:32]=[C:33]([C:38]([O:40]CC)=[O:39])[C:34](=[O:37])[NH:35][N:36]=1.[OH-].[Na+]. (7) Given the product [Cl:1][C:2]1[N:7]=[C:6]([NH:12][CH2:10][CH3:11])[CH:5]=[CH:4][N:3]=1.[Cl:8][C:6]1[CH:5]=[CH:4][N:3]=[C:18]([NH:15][CH2:16][CH3:17])[N:7]=1, predict the reactants needed to synthesize it. The reactants are: [Cl:1][C:2]1[N:7]=[C:6]([Cl:8])[CH:5]=[CH:4][N:3]=1.Cl.[CH2:10]([NH2:12])[CH3:11].C([N:15]([CH2:18]C)[CH2:16][CH3:17])C.O. (8) The reactants are: [C:1]([C@H:5]1[N:9]([CH3:10])[C:8](=[O:11])[CH2:7][N:6]1[C:12]([O:14][C:15]([CH3:18])([CH3:17])[CH3:16])=[O:13])([CH3:4])([CH3:3])[CH3:2].[Li+].[CH3:20]C([N-]C(C)C)C.C1COCC1.CCCCCCC.IC.[NH4+].[Cl-]. Given the product [C:1]([C@H:5]1[N:9]([CH3:10])[C:8](=[O:11])[C@H:7]([CH3:20])[N:6]1[C:12]([O:14][C:15]([CH3:18])([CH3:17])[CH3:16])=[O:13])([CH3:4])([CH3:2])[CH3:3], predict the reactants needed to synthesize it.